From a dataset of Full USPTO retrosynthesis dataset with 1.9M reactions from patents (1976-2016). Predict the reactants needed to synthesize the given product. (1) Given the product [N+:24]([C:20]1[CH:19]=[C:18]([NH:16][CH2:9][C:10]2[CH:15]=[CH:14][CH:13]=[CH:12][CH:11]=2)[CH:23]=[CH:22][CH:21]=1)([O-:26])=[O:25], predict the reactants needed to synthesize it. The reactants are: [O-]P([O-])([O-])=O.[K+].[K+].[K+].[CH2:9]([NH2:16])[C:10]1[CH:15]=[CH:14][CH:13]=[CH:12][CH:11]=1.I[C:18]1[CH:19]=[C:20]([N+:24]([O-:26])=[O:25])[CH:21]=[CH:22][CH:23]=1.C(O)CO. (2) Given the product [CH:11]1[CH:12]=[CH:13][C:14]2[N:26]([C:27]([NH2:29])=[O:28])[C:25]3[CH:24]=[CH:23][CH:22]=[CH:21][C:20]=3[C@@H:18]([OH:19])[CH2:17][C:15]=2[CH:16]=1, predict the reactants needed to synthesize it. The reactants are: C(N(CC)CC)C.C(O)=O.[CH:11]1[CH:12]=[CH:13][C:14]2[N:26]([C:27]([NH2:29])=[O:28])[C:25]3[CH:24]=[CH:23][CH:22]=[CH:21][C:20]=3[C:18](=[O:19])[CH2:17][C:15]=2[CH:16]=1.[Cl-].[Na+]. (3) Given the product [NH2:30][C:31]1[C:36]([C:37](=[O:40])[CH2:38][CH3:39])=[CH:35][CH:34]=[C:33]([NH:41][CH2:42][CH2:43][NH:44][C:3]2[N:8]3[N:9]=[C:10]([CH:12]4[CH2:13][CH2:14][N:15]([CH:18]([CH3:20])[CH3:19])[CH2:16][CH2:17]4)[N:11]=[C:7]3[CH:6]=[C:5]([C:21]3[CH:26]=[CH:25][C:24]([Cl:27])=[CH:23][C:22]=3[Cl:28])[N:4]=2)[N:32]=1, predict the reactants needed to synthesize it. The reactants are: Cl.Cl[C:3]1[N:8]2[N:9]=[C:10]([CH:12]3[CH2:17][CH2:16][N:15]([CH:18]([CH3:20])[CH3:19])[CH2:14][CH2:13]3)[N:11]=[C:7]2[CH:6]=[C:5]([C:21]2[CH:26]=[CH:25][C:24]([Cl:27])=[CH:23][C:22]=2[Cl:28])[N:4]=1.Cl.[NH2:30][C:31]1[C:36]([C:37](=[O:40])[CH2:38][CH3:39])=[CH:35][CH:34]=[C:33]([NH:41][CH2:42][CH2:43][NH2:44])[N:32]=1.C(N(CC)C(C)C)(C)C.